The task is: Predict the reactants needed to synthesize the given product.. This data is from Full USPTO retrosynthesis dataset with 1.9M reactions from patents (1976-2016). Given the product [CH3:9][O:10][C:11]1[CH:20]=[C:19]2[C:14]([CH:15]=[C:16]([C:26]([O:4][CH3:3])=[O:27])[C:17]([C:21]3[CH:25]=[CH:24][S:23][CH:22]=3)=[N:18]2)=[CH:13][CH:12]=1, predict the reactants needed to synthesize it. The reactants are: C1C(=O)N(I)[C:3](=[O:4])C1.[CH3:9][O:10][C:11]1[CH:20]=[C:19]2[C:14]([CH:15]=[C:16]([CH:26]=[O:27])[C:17]([C:21]3[CH:25]=[CH:24][S:23][CH:22]=3)=[N:18]2)=[CH:13][CH:12]=1.C([O-])([O-])=O.[K+].[K+].[O-]S([O-])(=S)=O.[Na+].[Na+].